Dataset: Catalyst prediction with 721,799 reactions and 888 catalyst types from USPTO. Task: Predict which catalyst facilitates the given reaction. (1) Reactant: [C:1]([O:8][CH3:9])(=[O:7])[CH2:2][C:3]([O:5][CH3:6])=[O:4].C([O-])([O-])=O.[K+].[K+].[Br:16][C:17]1[CH:22]=[CH:21][C:20](F)=[C:19]([N+:24]([O-:26])=[O:25])[CH:18]=1. Product: [Br:16][C:17]1[CH:22]=[CH:21][C:20]([CH:2]([C:1]([O:8][CH3:9])=[O:7])[C:3]([O:5][CH3:6])=[O:4])=[C:19]([N+:24]([O-:26])=[O:25])[CH:18]=1. The catalyst class is: 149. (2) Reactant: [H-].[H-].[H-].[H-].[Li+].[Al+3].[N+:7]([CH:10]=[CH:11][C:12]1[CH:28]=[CH:27][C:15]([O:16][C:17]2[CH:22]=[CH:21][C:20]([C:23]([F:26])([F:25])[F:24])=[CH:19][N:18]=2)=[CH:14][CH:13]=1)([O-])=O. Product: [F:25][C:23]([F:24])([F:26])[C:20]1[CH:21]=[CH:22][C:17]([O:16][C:15]2[CH:27]=[CH:28][C:12]([CH2:11][CH2:10][NH2:7])=[CH:13][CH:14]=2)=[N:18][CH:19]=1. The catalyst class is: 7. (3) Reactant: C(OC([NH:11][CH2:12][C:13]1[C:14]([CH2:30][C:31]([CH3:34])([CH3:33])[CH3:32])=[N:15][C:16]([CH3:29])=[C:17]([C:21]=1[C:22]1[CH:27]=[CH:26][C:25]([CH3:28])=[CH:24][CH:23]=1)[C:18]([OH:20])=[O:19])=O)C1C=CC=CC=1.O1CCCC1. Product: [NH2:11][CH2:12][C:13]1[C:14]([CH2:30][C:31]([CH3:34])([CH3:33])[CH3:32])=[N:15][C:16]([CH3:29])=[C:17]([C:21]=1[C:22]1[CH:27]=[CH:26][C:25]([CH3:28])=[CH:24][CH:23]=1)[C:18]([OH:20])=[O:19]. The catalyst class is: 349. (4) The catalyst class is: 144. Reactant: [NH2:1][C@@H:2]1[CH2:7][CH2:6][C@H:5]([C:8]([OH:10])=[O:9])[CH2:4][CH2:3]1.[Cl:11][C:12]1[N:17]=[C:16](Cl)[N:15]=[C:14]([NH:19][CH3:20])[N:13]=1.[OH-].[Na+]. Product: [Cl:11][C:12]1[N:13]=[C:14]([NH:19][CH3:20])[N:15]=[C:16]([NH:1][C@@H:2]2[CH2:7][CH2:6][C@H:5]([C:8]([OH:10])=[O:9])[CH2:4][CH2:3]2)[N:17]=1. (5) Reactant: [C-:1]#[N:2].[Na+].[CH3:4][O:5][C:6]1[CH:11]=[CH:10][C:9]([CH2:12][C:13]#[N:14])=[CH:8][CH:7]=1.[CH3:15][O:16][CH2:17][O:18][C:19]1[CH:26]=[CH:25][C:22]([CH:23]=O)=[CH:21][CH:20]=1. Product: [CH3:15][O:16][CH2:17][O:18][C:19]1[CH:26]=[CH:25][C:22]([CH:23]([CH:12]([C:9]2[CH:10]=[CH:11][C:6]([O:5][CH3:4])=[CH:7][CH:8]=2)[C:13]#[N:14])[C:1]#[N:2])=[CH:21][CH:20]=1. The catalyst class is: 72.